From a dataset of Catalyst prediction with 721,799 reactions and 888 catalyst types from USPTO. Predict which catalyst facilitates the given reaction. (1) Reactant: [O:1]([CH2:19][CH2:20][C:21]1([CH2:27][CH2:28][O:29][C:30]2[CH:39]=[CH:38][CH:37]=[CH:36][C:31]=2[C:32]([O:34][CH3:35])=[O:33])[CH2:26][CH2:25][CH2:24][CH2:23][CH2:22]1)[Si](C(C)(C)C)(C1C=CC=CC=1)C1C=CC=CC=1.[F-].C([N+](CCCC)(CCCC)CCCC)CCC.O1CCCC1. Product: [OH:1][CH2:19][CH2:20][C:21]1([CH2:27][CH2:28][O:29][C:30]2[CH:39]=[CH:38][CH:37]=[CH:36][C:31]=2[C:32]([O:34][CH3:35])=[O:33])[CH2:26][CH2:25][CH2:24][CH2:23][CH2:22]1. The catalyst class is: 7. (2) Reactant: [Cl:1][C:2]1[CH:7]=[CH:6][C:5]([NH2:8])=[C:4]([CH3:9])[CH:3]=1.[I:10]N1C(=O)CCC1=O. Product: [Cl:1][C:2]1[CH:3]=[C:4]([CH3:9])[C:5]([NH2:8])=[C:6]([I:10])[CH:7]=1. The catalyst class is: 15. (3) Reactant: C[O:2][C:3](=[O:24])[CH:4]([N:11]1[C:19]2[C:14](=[CH:15][C:16]([O:20][CH3:21])=[CH:17][CH:18]=2)[C:13](=[O:22])[C:12]1=[O:23])[CH2:5][CH:6]1[CH2:10][CH2:9][CH2:8][CH2:7]1.O.[OH-].[Li+]. Product: [CH:6]1([CH2:5][CH:4]([N:11]2[C:19]3[C:14](=[CH:15][C:16]([O:20][CH3:21])=[CH:17][CH:18]=3)[C:13](=[O:22])[C:12]2=[O:23])[C:3]([OH:24])=[O:2])[CH2:10][CH2:9][CH2:8][CH2:7]1. The catalyst class is: 30. (4) Reactant: [NH2:1][C:2]1[CH:14]=[C:13]([N:15]2[CH2:20][CH2:19][N:18]([CH3:21])[CH2:17][CH2:16]2)[CH:12]=[CH:11][C:3]=1[C:4]([O:6][C:7]([CH3:10])([CH3:9])[CH3:8])=[O:5].[CH2:22]([O:24][C:25]([N:27]1[CH2:32][CH2:31][CH2:30][CH2:29][C:28]1=O)=[O:26])[CH3:23].FC(F)(F)C(O)=O.C(O[BH-](OC(=O)C)OC(=O)C)(=O)C.[Na+].C([O-])(O)=O.[Na+]. Product: [C:7]([O:6][C:4]([C:3]1[CH:11]=[CH:12][C:13]([N:15]2[CH2:20][CH2:19][N:18]([CH3:21])[CH2:17][CH2:16]2)=[CH:14][C:2]=1[NH:1][CH:30]1[CH2:31][CH2:32][N:27]([C:25]([O:24][CH2:22][CH3:23])=[O:26])[CH2:28][CH2:29]1)=[O:5])([CH3:10])([CH3:9])[CH3:8]. The catalyst class is: 12. (5) Reactant: [NH2:1][N:2]1[C:6]([C:7]#[N:8])=[CH:5][CH:4]=[C:3]1[CH:9]1[CH2:12][N:11]([C:13]([O:15][CH2:16][C:17]2[CH:22]=[CH:21][CH:20]=[CH:19][CH:18]=2)=[O:14])[CH2:10]1.C(O)(=O)C.[CH:27](N)=[NH:28]. Product: [NH2:8][C:7]1[C:6]2=[CH:5][CH:4]=[C:3]([CH:9]3[CH2:10][N:11]([C:13]([O:15][CH2:16][C:17]4[CH:22]=[CH:21][CH:20]=[CH:19][CH:18]=4)=[O:14])[CH2:12]3)[N:2]2[N:1]=[CH:27][N:28]=1. The catalyst class is: 51. (6) Product: [N+:35](=[C:3]([P:4](=[O:11])([O:5][CH2:6][CH3:7])[O:8][CH2:9][CH3:10])[C:2](=[O:1])[CH3:12])=[N-:36]. The catalyst class is: 1. Reactant: [O:1]=[C:2]([CH3:12])[CH2:3][P:4](=[O:11])([O:8][CH2:9][CH3:10])[O:5][CH2:6][CH3:7].C1(C)C=CC=CC=1.[H-].[Na+].C(NC1C=CC(S([N:35]=[N+:36]=[N-])(=O)=O)=CC=1)(=O)C. (7) Reactant: [O:1]=[C:2]1[CH2:7][S:6][C:5]2[CH:8]=[CH:9][C:10]([CH:12]=[O:13])=[N:11][C:4]=2[NH:3]1.[OH:14]OS([O-])=O.[K+]. Product: [O:1]=[C:2]1[CH2:7][S:6][C:5]2[CH:8]=[CH:9][C:10]([C:12]([OH:14])=[O:13])=[N:11][C:4]=2[NH:3]1. The catalyst class is: 3.